Dataset: CYP2C19 inhibition data for predicting drug metabolism from PubChem BioAssay. Task: Regression/Classification. Given a drug SMILES string, predict its absorption, distribution, metabolism, or excretion properties. Task type varies by dataset: regression for continuous measurements (e.g., permeability, clearance, half-life) or binary classification for categorical outcomes (e.g., BBB penetration, CYP inhibition). Dataset: cyp2c19_veith. (1) The drug is N#Cc1c(N2CCN(C(=O)c3ccccc3Cl)CC2)nc(-c2ccccc2)c2c1CCCC2. The result is 1 (inhibitor). (2) The drug is O=S(=O)(c1ccccc1)N1CCC2(CCCN(c3ccncc3)C2)CC1. The result is 1 (inhibitor). (3) The molecule is CCN(CC)c1ccc(/C=C2/C(=O)NC(=O)N(CC3CCCO3)C2=O)cc1. The result is 1 (inhibitor). (4) The drug is CC(=O)[C@@H]1CC[C@@H]2[C@@H]3C[C@H](C)C4=CC(=O)CC[C@@]4(C)[C@H]3[C@H](O)C[C@@]12C. The result is 0 (non-inhibitor). (5) The compound is Cc1ccc2c(c1)SC1=NC(c3ccccc3)(C(F)(F)F)NC(=O)N12. The result is 1 (inhibitor). (6) The result is 0 (non-inhibitor). The molecule is COc1c(F)c(F)c(C(=O)O)c(Nc2ccccc2C)c1F. (7) The molecule is CN1CCN(c2ccc([N+](=O)[O-])c(N/N=C3\CN4CCC3CC4)c2)CC1. The result is 1 (inhibitor).